The task is: Predict the reactants needed to synthesize the given product.. This data is from Full USPTO retrosynthesis dataset with 1.9M reactions from patents (1976-2016). (1) Given the product [Cl:31][C:27]1[CH:26]=[C:25]([S:24][CH2:23][C:22]([NH:21][CH:18]2[CH2:19][CH2:20][NH:15][CH2:16][CH2:17]2)=[O:32])[CH:30]=[CH:29][CH:28]=1, predict the reactants needed to synthesize it. The reactants are: ClC(OC(Cl)C)=O.C([N:15]1[CH2:20][CH2:19][CH:18]([NH:21][C:22](=[O:32])[CH2:23][S:24][C:25]2[CH:30]=[CH:29][CH:28]=[C:27]([Cl:31])[CH:26]=2)[CH2:17][CH2:16]1)C1C=CC=CC=1. (2) Given the product [CH3:1][O:2][C:3](=[O:9])[CH:4]([O:8][S:20]([C:19]([F:32])([F:31])[F:18])(=[O:22])=[O:21])[CH2:5][CH:6]=[CH2:7], predict the reactants needed to synthesize it. The reactants are: [CH3:1][O:2][C:3](=[O:9])[CH:4]([OH:8])[CH2:5][CH:6]=[CH2:7].N1C(C)=CC=CC=1C.[F:18][C:19]([F:32])([F:31])[S:20](O[S:20]([C:19]([F:32])([F:31])[F:18])(=[O:22])=[O:21])(=[O:22])=[O:21].Cl. (3) The reactants are: [CH:1]([O-])=[O:2].[Na+].[CH2:5]([O:7][C:8]([C:10]1[CH:11]=[C:12]([CH3:29])[C:13]2[O:19][C:18]3[C:20]([Cl:25])=[CH:21][C:22]([NH2:24])=[CH:23][C:17]=3[CH2:16][S:15](=[O:27])(=[O:26])[C:14]=2[CH:28]=1)=[O:9])[CH3:6].COC(C1C=C(C)C2OC3C(Cl)=CC(N)=CC=3CS(=O)(=O)C=2C=1)=O. Given the product [CH2:5]([O:7][C:8]([C:10]1[CH:11]=[C:12]([CH3:29])[C:13]2[O:19][C:18]3[C:20]([Cl:25])=[CH:21][C:22]([NH:24][CH:1]=[O:2])=[CH:23][C:17]=3[CH2:16][S:15](=[O:27])(=[O:26])[C:14]=2[CH:28]=1)=[O:9])[CH3:6], predict the reactants needed to synthesize it. (4) Given the product [CH3:35][C:34]1[N:33]=[C:32]2[CH:28]=[C:29]([NH2:8])[CH:30]=[CH:25][N:31]2[C:39]=1[CH3:38], predict the reactants needed to synthesize it. The reactants are: FC(F)(F)C1C=C2C(=CC=1)[N:8](CC1C=CC=C(F)C=1)C(C(O)=O)=C2.[CH:25]1([N:31]=[C:32]=[N:33][CH:34]2[CH2:39][CH2:38]CC[CH2:35]2)[CH2:30][CH2:29][CH2:28]CC1.O.ON1C2C=CC=CC=2N=N1. (5) Given the product [CH2:10]([C:4]1[CH:3]=[C:2]([F:1])[CH:9]=[CH:8][C:5]=1[C:6]#[N:7])[CH3:11], predict the reactants needed to synthesize it. The reactants are: [F:1][C:2]1[CH:9]=[CH:8][C:5]([C:6]#[N:7])=[C:4]([CH:10]=[CH2:11])[CH:3]=1. (6) Given the product [N+:1]([C:4]1[CH:5]=[CH:6][C:7]([S:10]([CH3:13])(=[N:12][C:16](=[O:17])[NH:15][CH3:14])=[O:11])=[CH:8][CH:9]=1)([O-:3])=[O:2], predict the reactants needed to synthesize it. The reactants are: [N+:1]([C:4]1[CH:9]=[CH:8][C:7]([S:10]([CH3:13])(=[NH:12])=[O:11])=[CH:6][CH:5]=1)([O-:3])=[O:2].[CH3:14][N:15]=[C:16]=[O:17]. (7) Given the product [NH2:19][C:20]1[C:29]([C:7]2[CH:8]=[CH:9][C:4]([N+:1]([O-:3])=[O:2])=[CH:5][CH:6]=2)=[N:28][C:27]([Br:31])=[CH:26][C:21]=1[C:22]([O:24][CH3:25])=[O:23], predict the reactants needed to synthesize it. The reactants are: [N+:1]([C:4]1[CH:9]=[CH:8][C:7](B(O)O)=[CH:6][CH:5]=1)([O-:3])=[O:2].C(=O)([O-])[O-].[Na+].[Na+].[NH2:19][C:20]1[C:29](Br)=[N:28][C:27]([Br:31])=[CH:26][C:21]=1[C:22]([O:24][CH3:25])=[O:23].